Dataset: Reaction yield outcomes from USPTO patents with 853,638 reactions. Task: Predict the reaction yield, written as a fraction of the theoretical maximum amount of product (1.0 means a 100% yield; for example, 0.34 means a 34% yield). The reactants are [CH2:1]([O:8][C:9](=[O:25])[CH:10]([NH:17][C:18]([O:20][C:21]([CH3:24])([CH3:23])[CH3:22])=[O:19])[CH2:11][CH2:12][C:13](=[O:16])[CH:14]=[CH2:15])[C:2]1[CH:7]=[CH:6][CH:5]=[CH:4][CH:3]=1.[BH4-].[Na+]. The yield is 0.750. The catalyst is CO. The product is [CH2:1]([O:8][C:9](=[O:25])[CH:10]([NH:17][C:18]([O:20][C:21]([CH3:24])([CH3:23])[CH3:22])=[O:19])[CH2:11][CH2:12][CH:13]([OH:16])[CH:14]=[CH2:15])[C:2]1[CH:7]=[CH:6][CH:5]=[CH:4][CH:3]=1.